From a dataset of Reaction yield outcomes from USPTO patents with 853,638 reactions. Predict the reaction yield, written as a fraction of the theoretical maximum amount of product (1.0 means a 100% yield; for example, 0.34 means a 34% yield). (1) The reactants are [CH2:1]([C:5]1[N:9]([CH2:10][C:11]2[CH:16]=[CH:15][C:14]([C:17]3[C:18]([C:23]#[N:24])=[CH:19][CH:20]=[CH:21][CH:22]=3)=[CH:13][CH:12]=2)[C:8](=[O:25])[NH:7][N:6]=1)[CH2:2][CH2:3][CH3:4].C[N:27](C)[CH:28]=[O:29].[H-].[Na+].Br[CH:34]([CH2:36][CH3:37])[CH3:35].C(OCC)(=[O:40])C. No catalyst specified. The product is [CH2:1]([C:5]1[N:9]([CH2:10][C:11]2[CH:16]=[CH:15][C:14]([C:17]3[CH:22]=[CH:21][CH:20]=[CH:19][C:18]=3[C:23]3[NH:27][C:28](=[O:29])[O:40][N:24]=3)=[CH:13][CH:12]=2)[C:8](=[O:25])[N:7]([CH:34]([CH2:36][CH3:37])[CH3:35])[N:6]=1)[CH2:2][CH2:3][CH3:4]. The yield is 0.530. (2) The reactants are N([O-])=O.[Na+].N[C:6]1[CH:15]=[CH:14][CH:13]=[C:12]2[C:7]=1[CH:8]=[CH:9][CH:10]=[N:11]2.C(OCC)C.C(OCC)(=O)C.C1(C)C(C)=CC=CC=1.[H+].[B-](F)(F)(F)[F:37]. No catalyst specified. The product is [F:37][C:6]1[CH:15]=[CH:14][CH:13]=[C:12]2[C:7]=1[CH:8]=[CH:9][CH:10]=[N:11]2. The yield is 0.550. (3) The reactants are [CH2:1]([C:3](=[CH2:6])[CH:4]=[O:5])[CH3:2].[SH:7][C:8]1[CH:21]=[CH:20][CH:19]=[CH:18][C:9]=1[C:10]([C:12]1[CH:17]=[CH:16][CH:15]=[CH:14][CH:13]=1)=[O:11].C(N(CC)CC)C. The catalyst is C1COCC1.CCOCC. The product is [C:10]([C:9]1[CH:18]=[CH:19][CH:20]=[CH:21][C:8]=1[S:7][CH2:6][CH:3]([CH2:1][CH3:2])[CH:4]=[O:5])(=[O:11])[C:12]1[CH:17]=[CH:16][CH:15]=[CH:14][CH:13]=1. The yield is 0.640.